From a dataset of Catalyst prediction with 721,799 reactions and 888 catalyst types from USPTO. Predict which catalyst facilitates the given reaction. (1) Reactant: [Cl:1][C:2]1[CH:3]=[CH:4][C:5]([O:8][C@H:9]2[CH2:17][N:12]3[CH2:13][CH2:14][NH:15][CH2:16][C@@H:11]3[CH2:10]2)=[N:6][CH:7]=1.C(N(CC)CC)C.[F:25][C:26]([F:37])([F:36])[C:27]1[CH:28]=[C:29]([CH:33]=[CH:34][CH:35]=1)[C:30](Cl)=[O:31]. Product: [Cl:1][C:2]1[CH:3]=[CH:4][C:5]([O:8][C@H:9]2[CH2:17][N:12]3[CH2:13][CH2:14][N:15]([C:30]([C:29]4[CH:33]=[CH:34][CH:35]=[C:27]([C:26]([F:25])([F:36])[F:37])[CH:28]=4)=[O:31])[CH2:16][C@@H:11]3[CH2:10]2)=[N:6][CH:7]=1. The catalyst class is: 4. (2) Reactant: [N+:1]([C:4]1[CH:9]=[CH:8][C:7]([C:10]2[O:14][C:13]([C:15]([O:17][CH3:18])=[O:16])=[CH:12][CH:11]=2)=[CH:6][CH:5]=1)([O-])=O. Product: [NH2:1][C:4]1[CH:5]=[CH:6][C:7]([C:10]2[O:14][C:13]([C:15]([O:17][CH3:18])=[O:16])=[CH:12][CH:11]=2)=[CH:8][CH:9]=1. The catalyst class is: 78. (3) Reactant: [F-].C([N+](CCCC)(CCCC)CCCC)CCC.[F:19][C:20]1[CH:27]=[CH:26][C:25]([C:28]#[C:29][Si](C)(C)C)=[CH:24][C:21]=1[C:22]#[N:23]. Product: [C:28]([C:25]1[CH:26]=[CH:27][C:20]([F:19])=[C:21]([CH:24]=1)[C:22]#[N:23])#[CH:29]. The catalyst class is: 595. (4) Reactant: [CH3:1][CH2:2][O:3][C:4]([C@@H:6]1[CH2:10][CH2:9][C:8](=[O:11])[N:7]1[C:12]([O:14][C:15]([CH3:18])([CH3:17])[CH3:16])=[O:13])=[O:5].[CH3:19][Mg]Br. Product: [CH2:2]([O:3][C:4](=[O:5])[C@@H:6]([NH:7][C:12]([O:14][C:15]([CH3:18])([CH3:17])[CH3:16])=[O:13])[CH2:10][CH2:9][C:8](=[O:11])[CH3:19])[CH3:1]. The catalyst class is: 1. (5) Reactant: [O:1]=[C:2]1[C@:6]2([CH2:11][CH2:10][CH2:9][N:8](C(OCC3C=CC=CC=3)=O)[CH2:7]2)[CH2:5][CH2:4][N:3]1[C@H:22]1[CH2:27][CH2:26][C@H:25]([O:28][Si:29]([CH2:34][CH3:35])([CH2:32][CH3:33])[CH2:30][CH3:31])[CH2:24][CH2:23]1.CO. Product: [CH2:32]([Si:29]([CH2:30][CH3:31])([CH2:34][CH3:35])[O:28][C@H:25]1[CH2:26][CH2:27][C@H:22]([N:3]2[CH2:4][CH2:5][C@@:6]3([CH2:11][CH2:10][CH2:9][NH:8][CH2:7]3)[C:2]2=[O:1])[CH2:23][CH2:24]1)[CH3:33]. The catalyst class is: 45. (6) Reactant: [Cl:1][C:2]1[CH:9]=[CH:8][C:7]([N+:10]([O-:12])=[O:11])=[CH:6][C:3]=1[C:4]#[N:5].C([Sn]([N:26]=[N+:27]=[N-:28])(CCCC)CCCC)CCC.[N-]=[N+]=[N-]. Product: [Cl:1][C:2]1[CH:9]=[CH:8][C:7]([N+:10]([O-:12])=[O:11])=[CH:6][C:3]=1[C:4]1[N:26]=[N:27][NH:28][N:5]=1. The catalyst class is: 11. (7) Reactant: [H-].[Na+].[Cl:3][C:4]1[C:12]2[NH:11][C:10]3[CH2:13][CH2:14][N:15]([C:18]([O:20][C:21]([CH3:24])([CH3:23])[CH3:22])=[O:19])[CH2:16][CH2:17][C:9]=3[C:8]=2[C:7]([Cl:25])=[CH:6][CH:5]=1.Br[CH2:27][CH2:28][O:29][C:30]1[CH:35]=[CH:34][CH:33]=[CH:32][CH:31]=1. Product: [Cl:3][C:4]1[C:12]2[N:11]([CH2:27][CH2:28][O:29][C:30]3[CH:35]=[CH:34][CH:33]=[CH:32][CH:31]=3)[C:10]3[CH2:13][CH2:14][N:15]([C:18]([O:20][C:21]([CH3:22])([CH3:24])[CH3:23])=[O:19])[CH2:16][CH2:17][C:9]=3[C:8]=2[C:7]([Cl:25])=[CH:6][CH:5]=1. The catalyst class is: 3.